This data is from Full USPTO retrosynthesis dataset with 1.9M reactions from patents (1976-2016). The task is: Predict the reactants needed to synthesize the given product. (1) Given the product [CH3:1][N:2]1[CH2:3][CH2:4][CH:5]([CH2:8][CH2:9][CH2:10][N:23]([C:24]([O:26][C:27]([CH3:30])([CH3:29])[CH3:28])=[O:25])[C:20](=[N:19][C:12]([O:14][C:15]([CH3:17])([CH3:18])[CH3:16])=[O:13])[S:21][CH3:22])[CH2:6][CH2:7]1, predict the reactants needed to synthesize it. The reactants are: [CH3:1][N:2]1[CH2:7][CH2:6][CH:5]([CH2:8][CH2:9][CH2:10]O)[CH2:4][CH2:3]1.[C:12]([NH:19][C:20](=[N:23][C:24]([O:26][C:27]([CH3:30])([CH3:29])[CH3:28])=[O:25])[S:21][CH3:22])([O:14][C:15]([CH3:18])([CH3:17])[CH3:16])=[O:13].C1C=CC(P(C2C=CC=CC=2)C2C=CC=CC=2)=CC=1.CCOC(/N=N/C(OCC)=O)=O. (2) Given the product [F:2][C:3]1[CH:4]=[C:5]([N:11]2[CH:15]=[C:14]([CH3:16])[CH:13]=[N:12]2)[CH:6]=[CH:7][C:8]=1[OH:9], predict the reactants needed to synthesize it. The reactants are: Br.[F:2][C:3]1[CH:4]=[C:5]([N:11]2[CH:15]=[C:14]([CH3:16])[CH:13]=[N:12]2)[CH:6]=[CH:7][C:8]=1[O:9]C. (3) Given the product [O:15]=[C:13]1[NH:12][C:8]2=[N:9][CH:10]=[CH:11][C:6]([O:5][C:4]3[CH:3]=[C:2]([NH:1][C:34]([C:28]4[CH:27]=[N:26][N:25]([C:19]5[CH:24]=[CH:23][CH:22]=[CH:21][CH:20]=5)[C:29]=4[C:30]([F:32])([F:33])[F:31])=[O:35])[CH:18]=[CH:17][CH:16]=3)=[C:7]2[NH:14]1, predict the reactants needed to synthesize it. The reactants are: [NH2:1][C:2]1[CH:3]=[C:4]([CH:16]=[CH:17][CH:18]=1)[O:5][C:6]1[CH:11]=[CH:10][N:9]=[C:8]2[NH:12][C:13](=[O:15])[NH:14][C:7]=12.[C:19]1([N:25]2[C:29]([C:30]([F:33])([F:32])[F:31])=[C:28]([C:34](Cl)=[O:35])[CH:27]=[N:26]2)[CH:24]=[CH:23][CH:22]=[CH:21][CH:20]=1. (4) Given the product [Cl:1][C:2]1[CH:7]=[CH:6][C:5]([CH2:8][CH:9]([C:20]2[N:25]3[C:26]([F:43])=[CH:27][C:28]([C:30]4[CH:35]=[CH:34][N:33]=[C:32]([NH:36][C:37]5[N:38]([CH3:42])[N:39]=[CH:40][CH:41]=5)[N:31]=4)=[CH:29][C:24]3=[N:23][N:22]=2)[CH2:10][N:11]([CH3:19])[C:12](=[O:18])[O:13][C:14]([CH3:17])([CH3:16])[CH3:15])=[CH:4][C:3]=1[F:44], predict the reactants needed to synthesize it. The reactants are: [Cl:1][C:2]1[CH:7]=[CH:6][C:5]([CH2:8][CH:9]([C:20]([NH:22][NH:23][C:24]2[CH:29]=[C:28]([C:30]3[CH:35]=[CH:34][N:33]=[C:32]([NH:36][C:37]4[N:38]([CH3:42])[N:39]=[CH:40][CH:41]=4)[N:31]=3)[CH:27]=[C:26]([F:43])[N:25]=2)=O)[CH2:10][N:11]([CH3:19])[C:12](=[O:18])[O:13][C:14]([CH3:17])([CH3:16])[CH3:15])=[CH:4][C:3]=1[F:44].BrBr.CCN(C(C)C)C(C)C. (5) The reactants are: C([N:8]1[CH:30]=[N:29][C:28]2[N:13]([C@@H:14]3[O:27][C@H:17]([CH2:18][O:19]CC4C=CC=CC=4)[CH2:16][CH2:15]3)[CH:12]=[N:11][C:10]=2[C:9]1=[O:31])C1C=CC=CC=1.[OH-].[Na+].[H][H]. Given the product [C@@H:14]1([N:13]2[C:28]3[N:29]=[CH:30][N:8]=[C:9]([OH:31])[C:10]=3[N:11]=[CH:12]2)[O:27][C@H:17]([CH2:18][OH:19])[CH2:16][CH2:15]1, predict the reactants needed to synthesize it. (6) Given the product [Br:1][C:2]1[CH:3]=[N:4][N:5]2[CH:10]=[CH:9][C:8]([C:11]([N:22]([C:23]3[CH:30]=[CH:29][C:26]([C:27]#[N:28])=[CH:25][N:24]=3)[CH2:20][CH3:21])=[O:13])=[CH:7][C:6]=12, predict the reactants needed to synthesize it. The reactants are: [Br:1][C:2]1[CH:3]=[N:4][N:5]2[CH:10]=[CH:9][C:8]([C:11]([OH:13])=O)=[CH:7][C:6]=12.C(Cl)(=O)C(Cl)=O.[CH2:20]([NH:22][C:23]1[CH:30]=[CH:29][C:26]([C:27]#[N:28])=[CH:25][N:24]=1)[CH3:21].CCN(C(C)C)C(C)C. (7) Given the product [O:11]1[C:3]2[CH:2]=[CH:1][C:6]([CH:7]=[CH:22][C:21]3[C:13]([Br:12])=[CH:14][C:15]4[O:19][CH2:18][O:17][C:16]=4[CH:20]=3)=[CH:5][C:4]=2[O:9][CH2:10]1, predict the reactants needed to synthesize it. The reactants are: [CH:1]1[C:6]([CH:7]=O)=[CH:5][C:4]2[O:9][CH2:10][O:11][C:3]=2[CH:2]=1.[Br:12][C:13]1[C:21]([CH2:22]Br)=[CH:20][C:16]2[O:17][CH2:18][O:19][C:15]=2[CH:14]=1.C1([SiH2]C2C=CC=CC=2)C=CC=CC=1.CCN(C(C)C)C(C)C. (8) Given the product [Br:1][C:2]1[C:6]2[N:7]=[C:8]([C:17]3[C:22]([F:23])=[CH:21][CH:20]=[CH:19][C:18]=3[F:24])[C:9]3[CH:10]=[C:11]([C:15]#[N:16])[CH:12]=[CH:13][C:14]=3[C:5]=2[N:4]([CH2:30][O:29][CH2:28][CH2:27][Si:26]([CH3:33])([CH3:32])[CH3:25])[N:3]=1, predict the reactants needed to synthesize it. The reactants are: [Br:1][C:2]1[C:6]2[N:7]=[C:8]([C:17]3[C:22]([F:23])=[CH:21][CH:20]=[CH:19][C:18]=3[F:24])[C:9]3[CH:10]=[C:11]([C:15]#[N:16])[CH:12]=[CH:13][C:14]=3[C:5]=2[NH:4][N:3]=1.[CH3:25][Si:26]([CH3:33])([CH3:32])[CH2:27][CH2:28][O:29][CH2:30]Cl. (9) Given the product [NH2:1][C:2]1[C:9]([CH:10]([CH3:12])[CH3:11])=[CH:8][C:5]([CH2:6][OH:7])=[CH:4][C:3]=1[CH:13]([CH3:15])[CH3:14], predict the reactants needed to synthesize it. The reactants are: [NH2:1][C:2]1[C:9]([CH:10]([CH3:12])[CH3:11])=[CH:8][C:5]([CH:6]=[O:7])=[CH:4][C:3]=1[CH:13]([CH3:15])[CH3:14].[BH4-].[Na+].